This data is from Forward reaction prediction with 1.9M reactions from USPTO patents (1976-2016). The task is: Predict the product of the given reaction. (1) Given the reactants Cl[C:2]1[N:7]=[C:6]([O:8][CH2:9][C:10]([F:13])([F:12])[F:11])[N:5]=[C:4]([NH:14][C:15]2[CH:24]=[CH:23][C:18]([C:19]([O:21][CH3:22])=[O:20])=[CH:17][CH:16]=2)[N:3]=1.Cl.[NH2:26][CH2:27][CH2:28][CH2:29][CH2:30][CH2:31][CH2:32][CH2:33][CH2:34][NH:35][C:36](=[O:42])[O:37][C:38]([CH3:41])([CH3:40])[CH3:39].CCN(C(C)C)C(C)C, predict the reaction product. The product is: [C:38]([O:37][C:36]([NH:35][CH2:34][CH2:33][CH2:32][CH2:31][CH2:30][CH2:29][CH2:28][CH2:27][NH:26][C:2]1[N:7]=[C:6]([O:8][CH2:9][C:10]([F:13])([F:12])[F:11])[N:5]=[C:4]([NH:14][C:15]2[CH:24]=[CH:23][C:18]([C:19]([O:21][CH3:22])=[O:20])=[CH:17][CH:16]=2)[N:3]=1)=[O:42])([CH3:41])([CH3:40])[CH3:39]. (2) Given the reactants [Cl:1][C:2]1[CH:7]=[CH:6][C:5]([S:8]([NH:11][C@@H:12]2[CH2:17][CH2:16][CH2:15][CH2:14][C@H:13]2[CH2:18][OH:19])(=[O:10])=[O:9])=[CH:4][CH:3]=1.C(=O)([O-])[O-].[Cs+].[Cs+].Br[CH2:27][C:28]1[C:35]([F:36])=[CH:34][C:31]([C:32]#[N:33])=[C:30]([F:37])[CH:29]=1.ClC1C=CC(S(N(CC2C=CC(C3OC=CN=3)=C(F)C=2F)[C@@H]2CCCC[C@H]2CO)(=O)=O)=CC=1, predict the reaction product. The product is: [Cl:1][C:2]1[CH:7]=[CH:6][C:5]([S:8]([N:11]([CH2:27][C:28]2[CH:29]=[C:30]([F:37])[C:31]([C:32]#[N:33])=[CH:34][C:35]=2[F:36])[C@@H:12]2[CH2:17][CH2:16][CH2:15][CH2:14][C@H:13]2[CH2:18][OH:19])(=[O:9])=[O:10])=[CH:4][CH:3]=1. (3) Given the reactants O[C:2]([CH3:18])([CH3:17])[C@H:3]([NH:8][C:9](=[O:16])[C:10]1[CH:15]=[CH:14][CH:13]=[CH:12][CH:11]=1)[CH2:4][CH2:5][S:6][CH3:7].N1CCCN2CCCCCC=12.FC(F)(S(F)(=O)=O)C(F)(F)C(F)(F)C(F)(F)F, predict the reaction product. The product is: [CH3:17][C:2]1([CH3:18])[O:16][C:9]([C:10]2[CH:15]=[CH:14][CH:13]=[CH:12][CH:11]=2)=[N:8][C@@H:3]1[CH2:4][CH2:5][S:6][CH3:7]. (4) Given the reactants [F:1][C:2]([F:21])([F:20])[C:3]([F:19])([F:18])[S:4]([O:7]S(C(F)(F)C(F)(F)F)(=O)=O)(=[O:6])=[O:5].F[C:23](F)(F)C(F)(F)S(O)(=O)=O.C(=O)(OC)OC, predict the reaction product. The product is: [F:1][C:2]([F:21])([F:20])[C:3]([F:19])([F:18])[S:4]([O:7][CH3:23])(=[O:6])=[O:5]. (5) Given the reactants [NH2:1][C:2]1[N:7]=[C:6]([C:8]2[N:12]([CH:13]([CH3:15])[CH3:14])[C:11]([CH3:16])=[N:10][CH:9]=2)[C:5]([F:17])=[CH:4][N:3]=1.Br[C:19]1[CH:20]=[CH:21][C:22]([C:25]#[N:26])=[N:23][CH:24]=1, predict the reaction product. The product is: [F:17][C:5]1[C:6]([C:8]2[N:12]([CH:13]([CH3:14])[CH3:15])[C:11]([CH3:16])=[N:10][CH:9]=2)=[N:7][C:2]([NH:1][C:19]2[CH:20]=[CH:21][C:22]([C:25]#[N:26])=[N:23][CH:24]=2)=[N:3][CH:4]=1.